This data is from Forward reaction prediction with 1.9M reactions from USPTO patents (1976-2016). The task is: Predict the product of the given reaction. Given the reactants [C@@]12(CS(O)(=O)=O)C(C)(C)C(CC1)CC2=O.[Br:16][C:17]1[CH:18]=[C:19]2[C:23](=[CH:24][CH:25]=1)[CH2:22][C@H:21]([NH2:26])[CH2:20]2.CCN(C(C)C)C(C)C.Cl[C:37]([O:39][CH2:40][C:41]1[CH:46]=[CH:45][CH:44]=[CH:43][CH:42]=1)=[O:38].O, predict the reaction product. The product is: [CH2:40]([O:39][C:37](=[O:38])[NH:26][C@@H:21]1[CH2:20][C:19]2[C:23](=[CH:24][CH:25]=[C:17]([Br:16])[CH:18]=2)[CH2:22]1)[C:41]1[CH:46]=[CH:45][CH:44]=[CH:43][CH:42]=1.